From a dataset of Catalyst prediction with 721,799 reactions and 888 catalyst types from USPTO. Predict which catalyst facilitates the given reaction. (1) Product: [C:1]([O:5][C:6]([N:8]1[CH2:13][CH:12]=[C:11]([C:14]2[NH:23][C:17]3[N:18]=[CH:19][N:20]=[C:21]([NH:24][C:25]4[CH:26]=[N:27][N:28]([CH2:30][CH2:31][C:32]5[CH:37]=[CH:36][CH:35]=[CH:34][CH:33]=5)[CH:29]=4)[C:16]=3[CH:15]=2)[CH2:10][CH2:9]1)=[O:7])([CH3:4])([CH3:3])[CH3:2]. Reactant: [C:1]([O:5][C:6]([N:8]1[CH2:13][CH:12]=[C:11]([C:14]2[NH:23][C:17]3[N:18]=[CH:19][N:20]=[C:21](Cl)[C:16]=3[CH:15]=2)[CH2:10][CH2:9]1)=[O:7])([CH3:4])([CH3:3])[CH3:2].[NH2:24][C:25]1[CH:26]=[N:27][N:28]([CH2:30][CH2:31][C:32]2[CH:37]=[CH:36][CH:35]=[CH:34][CH:33]=2)[CH:29]=1. The catalyst class is: 51. (2) Reactant: [F:1][C:2]([F:15])([F:14])[C:3]1[CH:8]=[CH:7][CH:6]=[CH:5][C:4]=1[CH2:9][CH2:10]C(=O)C.[C-:16]#[N:17].[Na+].[Cl-].[NH4+:20].[CH2:21](O)[CH3:22]. The catalyst class is: 328. Product: [NH2:20][C:21]([CH3:22])([CH2:10][CH2:9][C:4]1[CH:5]=[CH:6][CH:7]=[CH:8][C:3]=1[C:2]([F:15])([F:14])[F:1])[C:16]#[N:17]. (3) Reactant: [NH:1]1[CH2:7][CH2:6][CH2:5][C:4](=[O:8])[C:3]2[CH:9]=[CH:10][CH:11]=[CH:12][C:2]1=2.[C:13]1([CH3:23])[CH:18]=[CH:17][C:16]([S:19](Cl)(=[O:21])=[O:20])=[CH:15][CH:14]=1.Cl. Product: [C:13]1([CH3:23])[CH:18]=[CH:17][C:16]([S:19]([N:1]2[CH2:7][CH2:6][CH2:5][C:4](=[O:8])[C:3]3[CH:9]=[CH:10][CH:11]=[CH:12][C:2]2=3)(=[O:21])=[O:20])=[CH:15][CH:14]=1. The catalyst class is: 17. (4) Reactant: [Cl:1][C:2]1[CH:3]=[C:4]2[C:9](=[CH:10][CH:11]=1)[NH:8][C:7](=[O:12])[CH2:6][CH2:5]2.[H-].[Na+].Br[CH2:16][CH2:17][CH2:18]Cl.[CH2:20]([CH:24]1[CH2:29][CH2:28][NH:27][CH2:26][CH2:25]1)[CH2:21][CH2:22][CH3:23].C([O-])([O-])=O.[K+].[K+]. Product: [CH2:20]([CH:24]1[CH2:29][CH2:28][N:27]([CH2:16][CH2:17][CH2:18][N:8]2[C:9]3[C:4](=[CH:3][C:2]([Cl:1])=[CH:11][CH:10]=3)[CH2:5][CH2:6][C:7]2=[O:12])[CH2:26][CH2:25]1)[CH2:21][CH2:22][CH3:23]. The catalyst class is: 3. (5) Reactant: C[Si]([N-][Si](C)(C)C)(C)C.[Na+].[C:11]([O:15][C:16]([NH:18][C@@H:19]1[CH2:27][C:26]2[C:21](=[CH:22][CH:23]=[CH:24][CH:25]=2)[C@H:20]1[CH:28]([C:33](OC)=O)[C:29]([O:31][CH3:32])=[O:30])=[O:17])([CH3:14])([CH3:13])[CH3:12].[CH:37]1(CBr)[CH2:39][CH2:38]1.[I-].[K+]. Product: [CH3:32][O:31][C:29](=[O:30])[CH3:28].[CH3:32][O:31][C:29](=[O:30])[CH:28]([C@@H:20]1[C:21]2[C:26](=[CH:25][CH:24]=[CH:23][CH:22]=2)[CH2:27][C@H:19]1[NH:18][C:16]([O:15][C:11]([CH3:13])([CH3:14])[CH3:12])=[O:17])[CH2:33][CH:37]1[CH2:39][CH2:38]1. The catalyst class is: 287.